From a dataset of Reaction yield outcomes from USPTO patents with 853,638 reactions. Predict the reaction yield, written as a fraction of the theoretical maximum amount of product (1.0 means a 100% yield; for example, 0.34 means a 34% yield). (1) The reactants are [OH:1][C:2]1[CH:11]=[CH:10][C:9]2[C:8](=[O:12])[CH2:7][CH2:6][CH2:5][C:4]=2[C:3]=1[CH2:13][S:14]([C:17]1[CH:26]=[CH:25][C:20]([C:21]([O:23][CH3:24])=[O:22])=[CH:19][CH:18]=1)(=[O:16])=[O:15].[N:27]1([CH2:32][C@@H:33]([C:35]2[CH:40]=[CH:39][CH:38]=[CH:37][CH:36]=2)O)[CH:31]=[CH:30][N:29]=[CH:28]1.C1C=CC(P(C2C=CC=CC=2)C2C=CC=CC=2)=CC=1.N(C(OCC)=O)=NC(OCC)=O. No catalyst specified. The product is [N:27]1([CH2:32][C@@H:33]([O:1][C:2]2[CH:11]=[CH:10][C:9]3[C:8](=[O:12])[CH2:7][CH2:6][CH2:5][C:4]=3[C:3]=2[CH2:13][S:14]([C:17]2[CH:26]=[CH:25][C:20]([C:21]([O:23][CH3:24])=[O:22])=[CH:19][CH:18]=2)(=[O:16])=[O:15])[C:35]2[CH:40]=[CH:39][CH:38]=[CH:37][CH:36]=2)[CH:31]=[CH:30][N:29]=[CH:28]1. The yield is 0.960. (2) The reactants are [Mg].II.Br[C:5]1[CH:10]=[CH:9][CH:8]=[CH:7][CH:6]=1.[CH:11](=[O:18])[C:12]1[CH:17]=[CH:16][CH:15]=[CH:14][CH:13]=1. The catalyst is CCOCC.II. The product is [C:5]1([CH:11]([C:12]2[CH:17]=[CH:16][CH:15]=[CH:14][CH:13]=2)[OH:18])[CH:10]=[CH:9][CH:8]=[CH:7][CH:6]=1. The yield is 0.450. (3) The reactants are [Cl:1][C:2]1[CH:3]=[C:4]([CH:9]([CH2:17][CH:18]2[CH2:22][CH2:21][CH2:20][CH:19]2[O:23]C2CCCCO2)[C:10]([NH:12][C:13]([NH:15][CH3:16])=[O:14])=[O:11])[CH:5]=[CH:6][C:7]=1[Cl:8].C1(C)C=CC(S([O-])(=O)=O)=CC=1.[NH+]1C=CC=CC=1. The catalyst is C(O)C. The product is [Cl:1][C:2]1[CH:3]=[C:4]([CH:9]([CH2:17][CH:18]2[CH2:22][CH2:21][CH2:20][CH:19]2[OH:23])[C:10]([NH:12][C:13]([NH:15][CH3:16])=[O:14])=[O:11])[CH:5]=[CH:6][C:7]=1[Cl:8]. The yield is 0.834. (4) The reactants are F.F.F.C(N(CC)CC)C.C(N(CC)CC)C.[Si]([O:35][CH2:36][C@H:37]1[O:41][C@@H:40]([N:42]2[CH:49]=[C:48]([CH3:50])[C:46](=[O:47])[NH:45][C:43]2=[O:44])[C@H:39]([O:51][CH2:52][CH2:53][O:54][N:55]([CH3:57])[CH3:56])[C@@H:38]1[OH:58])(C(C)(C)C)(C1C=CC=CC=1)C1C=CC=CC=1.CO. The catalyst is C1COCC1.C(Cl)Cl. The product is [CH3:56][N:55]([CH3:57])[O:54][CH2:53][CH2:52][O:51][C@@H:39]1[C@H:38]([OH:58])[C@@H:37]([CH2:36][OH:35])[O:41][C@H:40]1[N:42]1[CH:49]=[C:48]([CH3:50])[C:46](=[O:47])[NH:45][C:43]1=[O:44]. The yield is 0.925. (5) The reactants are Br[C:2]1[CH:7]=[CH:6][C:5]([C@@H:8]([N:10]2[CH2:15][CH2:14][C@:13]([CH2:22][CH2:23][CH2:24][OH:25])([C:16]3[CH:21]=[CH:20][CH:19]=[CH:18][CH:17]=3)[O:12][C:11]2=[O:26])[CH3:9])=[CH:4][CH:3]=1.[B:27]1([B:27]2[O:31][C:30]([CH3:33])([CH3:32])[C:29]([CH3:35])([CH3:34])[O:28]2)[O:31][C:30]([CH3:33])([CH3:32])[C:29]([CH3:35])([CH3:34])[O:28]1.CC([O-])=O.[K+]. The catalyst is CS(C)=O.Cl[Pd]Cl. The product is [OH:25][CH2:24][CH2:23][CH2:22][C@@:13]1([C:16]2[CH:21]=[CH:20][CH:19]=[CH:18][CH:17]=2)[O:12][C:11](=[O:26])[N:10]([C@H:8]([C:5]2[CH:6]=[CH:7][C:2]([B:27]3[O:31][C:30]([CH3:33])([CH3:32])[C:29]([CH3:35])([CH3:34])[O:28]3)=[CH:3][CH:4]=2)[CH3:9])[CH2:15][CH2:14]1. The yield is 0.770. (6) The reactants are [C:1]([CH:4]1[NH:9][CH2:8][CH2:7][N:6]([C:10]([O:12][C:13]([CH3:16])([CH3:15])[CH3:14])=[O:11])[CH2:5]1)(=[O:3])[NH2:2].C=O.[C:19](O[BH-](OC(=O)C)OC(=O)C)(=O)C.[Na+]. The catalyst is CO. The product is [C:1]([CH:4]1[N:9]([CH3:19])[CH2:8][CH2:7][N:6]([C:10]([O:12][C:13]([CH3:16])([CH3:15])[CH3:14])=[O:11])[CH2:5]1)(=[O:3])[NH2:2]. The yield is 0.860.